Dataset: NCI-60 drug combinations with 297,098 pairs across 59 cell lines. Task: Regression. Given two drug SMILES strings and cell line genomic features, predict the synergy score measuring deviation from expected non-interaction effect. (1) Drug 1: CS(=O)(=O)C1=CC(=C(C=C1)C(=O)NC2=CC(=C(C=C2)Cl)C3=CC=CC=N3)Cl. Drug 2: C1=CN(C(=O)N=C1N)C2C(C(C(O2)CO)O)O.Cl. Cell line: EKVX. Synergy scores: CSS=16.8, Synergy_ZIP=-7.37, Synergy_Bliss=-3.85, Synergy_Loewe=-12.0, Synergy_HSA=-3.23. (2) Drug 1: C1=NC2=C(N1)C(=S)N=C(N2)N. Drug 2: CC1=C(C=C(C=C1)NC(=O)C2=CC=C(C=C2)CN3CCN(CC3)C)NC4=NC=CC(=N4)C5=CN=CC=C5. Cell line: UO-31. Synergy scores: CSS=26.6, Synergy_ZIP=1.74, Synergy_Bliss=1.81, Synergy_Loewe=-11.0, Synergy_HSA=0.0668. (3) Drug 1: N.N.Cl[Pt+2]Cl. Drug 2: CC1C(C(CC(O1)OC2CC(CC3=C2C(=C4C(=C3O)C(=O)C5=C(C4=O)C(=CC=C5)OC)O)(C(=O)CO)O)N)O.Cl. Cell line: K-562. Synergy scores: CSS=36.1, Synergy_ZIP=6.10, Synergy_Bliss=5.40, Synergy_Loewe=-28.1, Synergy_HSA=0.129. (4) Drug 1: C1=CC(=CC=C1C#N)C(C2=CC=C(C=C2)C#N)N3C=NC=N3. Drug 2: CC1=CC=C(C=C1)C2=CC(=NN2C3=CC=C(C=C3)S(=O)(=O)N)C(F)(F)F. Cell line: A498. Synergy scores: CSS=12.0, Synergy_ZIP=-2.08, Synergy_Bliss=1.41, Synergy_Loewe=2.27, Synergy_HSA=2.93. (5) Synergy scores: CSS=1.76, Synergy_ZIP=-1.32, Synergy_Bliss=-2.08, Synergy_Loewe=-5.38, Synergy_HSA=-2.03. Drug 1: CCC1(CC2CC(C3=C(CCN(C2)C1)C4=CC=CC=C4N3)(C5=C(C=C6C(=C5)C78CCN9C7C(C=CC9)(C(C(C8N6C=O)(C(=O)OC)O)OC(=O)C)CC)OC)C(=O)OC)O.OS(=O)(=O)O. Cell line: A498. Drug 2: C(=O)(N)NO.